Dataset: Reaction yield outcomes from USPTO patents with 853,638 reactions. Task: Predict the reaction yield, written as a fraction of the theoretical maximum amount of product (1.0 means a 100% yield; for example, 0.34 means a 34% yield). (1) The catalyst is O1CCCC1. The reactants are [CH3:1][CH2:2][CH:3](P(OCC)(OCC)=O)[C:4]([O:6][CH2:7][CH3:8])=[O:5].[H-].[Na+].[Cl:19][C:20]1[C:21]([O:27][C:28]2[CH:35]=[C:34]([O:36][CH2:37][CH2:38][O:39][CH3:40])[CH:33]=[CH:32][C:29]=2[CH:30]=O)=[N:22][CH:23]=[C:24]([Cl:26])[CH:25]=1.O. The product is [Cl:19][C:20]1[C:21]([O:27][C:28]2[CH:35]=[C:34]([O:36][CH2:37][CH2:38][O:39][CH3:40])[CH:33]=[CH:32][C:29]=2/[CH:30]=[C:3](\[CH2:2][CH3:1])/[C:4]([O:6][CH2:7][CH3:8])=[O:5])=[N:22][CH:23]=[C:24]([Cl:26])[CH:25]=1. The yield is 0.700. (2) The reactants are [C:1]([N:9]1[CH2:22][CH2:21][C:20]2[C:19]3[C:18]([C:23]4[CH:28]=[CH:27][CH:26]=[CH:25][C:24]=4[OH:29])=[CH:17][CH:16]=[CH:15][C:14]=3[NH:13][C:12]=2[CH2:11][CH2:10]1)(=[O:8])[C:2]1[CH:7]=[CH:6][CH:5]=[CH:4][CH:3]=1.I[CH2:31][CH2:32][CH3:33].C(OCC)(=O)C.CCCCCC. The product is [C:1]([N:9]1[CH2:22][CH2:21][C:20]2[C:19]3[C:18]([C:23]4[CH:28]=[CH:27][CH:26]=[CH:25][C:24]=4[O:29][CH2:31][CH2:32][CH3:33])=[CH:17][CH:16]=[CH:15][C:14]=3[NH:13][C:12]=2[CH2:11][CH2:10]1)(=[O:8])[C:2]1[CH:3]=[CH:4][CH:5]=[CH:6][CH:7]=1. The catalyst is CC(C)=O. The yield is 0.700. (3) The reactants are [Br:1][C:2]1[CH:3]=[C:4]([CH:7]=[CH:8][C:9]=1[OH:10])[CH:5]=O.[CH3:11][CH:12]([CH3:16])[CH2:13][CH2:14][NH2:15].[BH4-].[Na+]. The catalyst is CO. The product is [Br:1][C:2]1[CH:3]=[C:4]([CH2:5][NH:15][CH2:14][CH2:13][CH:12]([CH3:16])[CH3:11])[CH:7]=[CH:8][C:9]=1[OH:10]. The yield is 0.750. (4) The reactants are [I:1][C:2]1[CH:15]=[CH:14][C:13]2[C:12]3[C:7](=[CH:8][CH:9]=[CH:10][CH:11]=3)[CH2:6][CH2:5][C:4]=2[CH:3]=1.ClC1C(=O)C(C#N)=C(C#N)C(=O)C=1Cl. The product is [I:1][C:2]1[CH:15]=[CH:14][C:13]2[C:12]3[C:7](=[CH:8][CH:9]=[CH:10][CH:11]=3)[CH:6]=[CH:5][C:4]=2[CH:3]=1. The yield is 0.680. The catalyst is O1CCOCC1. (5) The reactants are C([N:4]([CH2:8][C:9]1[CH:14]=[CH:13][C:12]([Sn:15]([CH2:24][CH2:25][CH2:26][CH3:27])([CH2:20][CH2:21][CH2:22][CH3:23])[CH2:16][CH2:17][CH2:18][CH3:19])=[C:11]([C:28]([O:37][CH2:38][O:39][CH3:40])([C:33]([F:36])([F:35])[F:34])[C:29]([F:32])([F:31])[F:30])[CH:10]=1)CC=C)C=C. The catalyst is ClCCl.C1C=CC([P]([Pd]([P](C2C=CC=CC=2)(C2C=CC=CC=2)C2C=CC=CC=2)([P](C2C=CC=CC=2)(C2C=CC=CC=2)C2C=CC=CC=2)[P](C2C=CC=CC=2)(C2C=CC=CC=2)C2C=CC=CC=2)(C2C=CC=CC=2)C2C=CC=CC=2)=CC=1. The product is [F:32][C:29]([F:30])([F:31])[C:28]([C:11]1[CH:10]=[C:9]([CH2:8][NH2:4])[CH:14]=[CH:13][C:12]=1[Sn:15]([CH2:24][CH2:25][CH2:26][CH3:27])([CH2:20][CH2:21][CH2:22][CH3:23])[CH2:16][CH2:17][CH2:18][CH3:19])([O:37][CH2:38][O:39][CH3:40])[C:33]([F:36])([F:35])[F:34]. The yield is 0.770. (6) The reactants are [NH2:1][C:2]1[CH:7]=[CH:6][C:5]([N:8]2[CH2:13][CH2:12][N:11]([C:14]([C:16]3[C:17]([C:22]4[CH:27]=[CH:26][CH:25]=[CH:24][C:23]=4[Cl:28])=[N:18][O:19][C:20]=3[CH3:21])=[O:15])[CH2:10][CH2:9]2)=[C:4]([Cl:29])[CH:3]=1.N(OC(C)(C)C)=O.[N:37]([Si](C)(C)C)=[N+:38]=[N-]. The catalyst is C(#N)C. The product is [N:1]([C:2]1[CH:7]=[CH:6][C:5]([N:8]2[CH2:9][CH2:10][N:11]([C:14]([C:16]3[C:17]([C:22]4[CH:27]=[CH:26][CH:25]=[CH:24][C:23]=4[Cl:28])=[N:18][O:19][C:20]=3[CH3:21])=[O:15])[CH2:12][CH2:13]2)=[C:4]([Cl:29])[CH:3]=1)=[N+:37]=[N-:38]. The yield is 0.542.